The task is: Predict the reactants needed to synthesize the given product.. This data is from Full USPTO retrosynthesis dataset with 1.9M reactions from patents (1976-2016). (1) The reactants are: Br[C:2]1[C:7]([C:8]([O:10][CH3:11])=[O:9])=[CH:6][C:5]([CH2:12][CH2:13][OH:14])=[CH:4][N:3]=1.[CH2:15]([NH2:17])[CH3:16]. Given the product [CH2:15]([NH:17][C:2]1[C:7]([C:8]([O:10][CH3:11])=[O:9])=[CH:6][C:5]([CH2:12][CH2:13][OH:14])=[CH:4][N:3]=1)[CH3:16], predict the reactants needed to synthesize it. (2) Given the product [CH3:20][S:17]([C:10]1[CH:9]=[C:8]([C:5]([CH3:7])([CH3:6])[CH2:4][C:3]([C:2]([F:1])([F:22])[F:23])([OH:21])[CH2:28][C:24]#[CH:25])[C:16]2[O:15][CH2:14][CH2:13][C:12]=2[CH:11]=1)(=[O:18])=[O:19], predict the reactants needed to synthesize it. The reactants are: [F:1][C:2]([F:23])([F:22])[C:3](=[O:21])[CH2:4][C:5]([C:8]1[C:16]2[O:15][CH2:14][CH2:13][C:12]=2[CH:11]=[C:10]([S:17]([CH3:20])(=[O:19])=[O:18])[CH:9]=1)([CH3:7])[CH3:6].[CH2:24]1[CH2:28]OC[CH2:25]1. (3) Given the product [Cl:36][C:37]1[N:38]=[N:39][C:40]([N:1]2[CH2:4][CH:3]([C:5]([NH:7][C:8]3[CH:13]=[CH:12][C:11]([CH:14]4[CH2:15][CH2:16][N:17]([C:20]([O:22][C:23]([CH3:26])([CH3:25])[CH3:24])=[O:21])[CH2:18][CH2:19]4)=[CH:10][CH:9]=3)=[O:6])[CH2:2]2)=[CH:41][CH:42]=1, predict the reactants needed to synthesize it. The reactants are: [NH:1]1[CH2:4][CH:3]([C:5]([NH:7][C:8]2[CH:13]=[CH:12][C:11]([CH:14]3[CH2:19][CH2:18][N:17]([C:20]([O:22][C:23]([CH3:26])([CH3:25])[CH3:24])=[O:21])[CH2:16][CH2:15]3)=[CH:10][CH:9]=2)=[O:6])[CH2:2]1.C(N(C(C)C)CC)(C)C.[Cl:36][C:37]1[N:38]=[N:39][C:40](Cl)=[CH:41][CH:42]=1. (4) Given the product [Cl:1][C:2]1[CH:3]=[C:4]([CH:8]([C:9]([C:11]2[CH:16]=[CH:15][C:14]([Cl:17])=[CH:13][N:12]=2)=[O:10])[CH2:31][CH2:30][C:29]([O:33][CH3:34])=[O:32])[CH:5]=[CH:6][CH:7]=1, predict the reactants needed to synthesize it. The reactants are: [Cl:1][C:2]1[CH:3]=[C:4]([CH2:8][C:9]([C:11]2[CH:16]=[CH:15][C:14]([Cl:17])=[CH:13][N:12]=2)=[O:10])[CH:5]=[CH:6][CH:7]=1.C1CCN2C(=NCCC2)CC1.[C:29]([O:33][CH3:34])(=[O:32])[CH:30]=[CH2:31].Cl.C([O-])(O)=O.[Na+]. (5) Given the product [F:21][C:15]1[CH:14]=[C:13]([C:6]2[CH:7]=[CH:8][C:3]([O:2][CH3:1])=[CH:4][CH:5]=2)[CH:20]=[CH:19][C:16]=1[C:17]#[N:18], predict the reactants needed to synthesize it. The reactants are: [CH3:1][O:2][C:3]1[CH:8]=[CH:7][C:6](B(O)O)=[CH:5][CH:4]=1.Br[C:13]1[CH:20]=[CH:19][C:16]([C:17]#[N:18])=[C:15]([F:21])[CH:14]=1.C([O-])([O-])=O.[Na+].[Na+].[OH-].[Na+]. (6) Given the product [OH:3][N:2]=[C:12]1[C:29]([O:30][CH3:31])=[CH:28][CH:27]=[C:14]([CH2:15][N:16]2[C:20](=[O:21])[C:19]3=[CH:22][CH:23]=[CH:24][CH:25]=[C:18]3[C:17]2=[O:26])[CH2:13]1, predict the reactants needed to synthesize it. The reactants are: Cl.[NH2:2][OH:3].C([O-])(=O)C.[Na+].O.C([C:12]1[CH:13]=[C:14]([CH:27]=[CH:28][C:29]=1[O:30][CH3:31])[CH2:15][N:16]1[C:20](=[O:21])[C:19]2=[CH:22][CH:23]=[CH:24][CH:25]=[C:18]2[C:17]1=[O:26])=O. (7) Given the product [CH2:1]([N:8]([CH2:9][CH2:10][OH:11])[C:14]([NH:13][CH3:12])=[O:15])[C:2]1[CH:7]=[CH:6][CH:5]=[CH:4][CH:3]=1, predict the reactants needed to synthesize it. The reactants are: [CH2:1]([NH:8][CH2:9][CH2:10][OH:11])[C:2]1[CH:7]=[CH:6][CH:5]=[CH:4][CH:3]=1.[CH3:12][NH:13][C:14](NC)=[O:15].